Task: Predict the reactants needed to synthesize the given product.. Dataset: Full USPTO retrosynthesis dataset with 1.9M reactions from patents (1976-2016) Given the product [Br:1][C:2]1[CH:3]=[C:4]([CH:8]2[CH2:9][CH2:10][CH2:11][NH:12]2)[CH:5]=[CH:6][CH:7]=1, predict the reactants needed to synthesize it. The reactants are: [Br:1][C:2]1[CH:3]=[C:4]([C:8]2[CH2:9][CH2:10][CH2:11][N:12]=2)[CH:5]=[CH:6][CH:7]=1.[BH4-].[Na+].